This data is from Peptide-MHC class I binding affinity with 185,985 pairs from IEDB/IMGT. The task is: Regression. Given a peptide amino acid sequence and an MHC pseudo amino acid sequence, predict their binding affinity value. This is MHC class I binding data. (1) The peptide sequence is REDLWCGSLI. The MHC is HLA-B44:02 with pseudo-sequence HLA-B44:02. The binding affinity (normalized) is 0.487. (2) The peptide sequence is DEQSIAEA. The MHC is HLA-B40:01 with pseudo-sequence HLA-B40:01. The binding affinity (normalized) is 0. (3) The peptide sequence is ATIQRFSSLR. The MHC is HLA-A11:01 with pseudo-sequence HLA-A11:01. The binding affinity (normalized) is 0.858.